From a dataset of Full USPTO retrosynthesis dataset with 1.9M reactions from patents (1976-2016). Predict the reactants needed to synthesize the given product. (1) Given the product [Br:1][C:2]1[CH:3]=[C:4]([CH:8]=[CH:9][C:10]=1[O:11][CH3:12])[C:5]([NH:26][CH2:25][C:23]1[CH:22]=[N:21][N:20]([CH3:19])[CH:24]=1)=[O:7], predict the reactants needed to synthesize it. The reactants are: [Br:1][C:2]1[CH:3]=[C:4]([CH:8]=[CH:9][C:10]=1[O:11][CH3:12])[C:5]([OH:7])=O.C(Cl)(=O)C(Cl)=O.[CH3:19][N:20]1[CH:24]=[C:23]([CH2:25][NH2:26])[CH:22]=[N:21]1. (2) The reactants are: [CH:1]1([N:6]2[C:15]3[N:14]=[C:13]([C:16]4[CH:21]=[CH:20][N:19]=[C:18]([OH:22])[CH:17]=4)[N:12]=[CH:11][C:10]=3[N:9]3[CH:23]=[N:24][N:25]=[C:8]3[C@H:7]2[CH2:26][CH3:27])[CH2:5][CH2:4][CH2:3][CH2:2]1.[CH2:28]1CCN2C(=NCCC2)CC1.P(OC)(OC)(OC)=O. Given the product [CH:1]1([N:6]2[C:15]3[N:14]=[C:13]([C:16]4[CH:21]=[CH:20][N:19]([CH3:28])[C:18](=[O:22])[CH:17]=4)[N:12]=[CH:11][C:10]=3[N:9]3[CH:23]=[N:24][N:25]=[C:8]3[C@H:7]2[CH2:26][CH3:27])[CH2:2][CH2:3][CH2:4][CH2:5]1, predict the reactants needed to synthesize it. (3) Given the product [Cl:20][C:17]1[N:16]=[N:15][C:14]([N:11]2[CH2:10][CH2:9][NH:8][CH2:13][CH2:12]2)=[CH:19][CH:18]=1, predict the reactants needed to synthesize it. The reactants are: C(OC([N:8]1[CH2:13][CH2:12][N:11]([C:14]2[N:15]=[N:16][C:17]([Cl:20])=[CH:18][CH:19]=2)[CH2:10][CH2:9]1)=O)(C)(C)C.FC(F)(F)C(O)=O. (4) Given the product [CH3:19][N:13]([C:6]1[C:5](=[O:20])[C:4]2[C:9](=[CH:10][CH:11]=[C:2]([S:36][C:33]3[N:31]4[CH:32]=[C:27]([C:25]5[CH:24]=[N:23][N:22]([CH3:21])[CH:26]=5)[CH:28]=[CH:29][C:30]4=[N:35][N:34]=3)[CH:3]=2)[N:8]([CH3:12])[CH:7]=1)[C:14]([CH:16]1[CH2:18][CH2:17]1)=[O:15], predict the reactants needed to synthesize it. The reactants are: Br[C:2]1[CH:3]=[C:4]2[C:9](=[CH:10][CH:11]=1)[N:8]([CH3:12])[CH:7]=[C:6]([N:13]([CH3:19])[C:14]([CH:16]1[CH2:18][CH2:17]1)=[O:15])[C:5]2=[O:20].[CH3:21][N:22]1[CH:26]=[C:25]([C:27]2[CH:28]=[CH:29][C:30]3[N:31]([C:33]([SH:36])=[N:34][N:35]=3)[CH:32]=2)[CH:24]=[N:23]1.C1(P(C2C=CC=CC=2)C2C3OC4C(=CC=CC=4P(C4C=CC=CC=4)C4C=CC=CC=4)C(C)(C)C=3C=CC=2)C=CC=CC=1.CC(C)([O-])C.[Na+]. (5) The reactants are: I[C:2]1[N:11]=[C:10]2[N:4]([CH2:5][CH2:6][C:7]3[CH:23]=[CH:22][CH:21]=[CH:20][C:8]=3[CH:9]2[O:12][CH:13]2[CH2:18][CH2:17][N:16]([CH3:19])[CH2:15][CH2:14]2)[C:3]=1[CH3:24].C([Sn](CCCC)(CCCC)[C:30]1[CH:35]=[CH:34][N:33]=[CH:32][CH:31]=1)CCC.[K].[Li+].[Cl-]. Given the product [CH3:24][C:3]1[N:4]2[C:10]([CH:9]([O:12][CH:13]3[CH2:18][CH2:17][N:16]([CH3:19])[CH2:15][CH2:14]3)[C:8]3[CH:20]=[CH:21][CH:22]=[CH:23][C:7]=3[CH2:6][CH2:5]2)=[N:11][C:2]=1[C:30]1[CH:35]=[CH:34][N:33]=[CH:32][CH:31]=1, predict the reactants needed to synthesize it. (6) Given the product [OH:15][NH:14][C:12]([C:9]1[N:8]=[CH:7][C:6]([NH:5][C:3](=[O:4])[CH2:2][N:16]2[CH2:21][CH2:20][O:19][CH2:18][CH2:17]2)=[CH:11][CH:10]=1)=[NH:13], predict the reactants needed to synthesize it. The reactants are: Cl[CH2:2][C:3]([NH:5][C:6]1[CH:7]=[N:8][C:9]([C:12](=[N:14][OH:15])[NH2:13])=[CH:10][CH:11]=1)=[O:4].[NH:16]1[CH2:21][CH2:20][O:19][CH2:18][CH2:17]1.